From a dataset of Full USPTO retrosynthesis dataset with 1.9M reactions from patents (1976-2016). Predict the reactants needed to synthesize the given product. (1) Given the product [Cl:1][C:2]1[CH:3]=[C:4]([C:11]2[CH:15]=[CH:14][N:13]([CH2:16][CH:17]([NH:19][C:20]([C:22]3[N:23]=[C:24]([C@@H:27]([CH2:29][Cl:46])[CH3:28])[O:25][CH:26]=3)=[O:21])[CH3:18])[N:12]=2)[CH:5]=[C:6]([F:10])[C:7]=1[C:8]#[N:9], predict the reactants needed to synthesize it. The reactants are: [Cl:1][C:2]1[CH:3]=[C:4]([C:11]2[CH:15]=[CH:14][N:13]([CH2:16][C@@H:17]([NH:19][C:20]([C:22]3[N:23]=[C:24]([C:27](O)([CH3:29])[CH3:28])[O:25][CH:26]=3)=[O:21])[CH3:18])[N:12]=2)[CH:5]=[C:6]([F:10])[C:7]=1[C:8]#[N:9].C(N(CC)CC)C.P([Cl:46])(OCC)(OCC)=O.[OH-].[Na+]. (2) Given the product [CH:25]1([NH:28][C:12]2[CH:13]([C:15]3[S:16][CH:17]=[CH:18][CH:19]=3)[N:14]=[C:8]([C:5]3[CH:6]=[CH:7][C:2]([F:1])=[CH:3][CH:4]=3)[C:9]3[CH:24]=[CH:23][CH:22]=[N:21][C:10]=3[N:11]=2)[CH2:27][CH2:26]1, predict the reactants needed to synthesize it. The reactants are: [F:1][C:2]1[CH:7]=[CH:6][C:5]([C:8]2[C:9]3[CH:24]=[CH:23][CH:22]=[N:21][C:10]=3[NH:11][C:12](=O)[CH:13]([C:15]3[S:16][CH:17]=[CH:18][CH:19]=3)[N:14]=2)=[CH:4][CH:3]=1.[CH:25]1([NH2:28])[CH2:27][CH2:26]1. (3) Given the product [C:1]([C:3]1[CH:4]=[CH:5][C:6]2[O:10][C:9]([CH:11]([NH:18][C:19]3[CH:20]=[CH:21][C:22]([C:25]([NH:27][CH2:28][CH2:29][C:30]([OH:32])=[O:31])=[O:26])=[CH:23][CH:24]=3)[CH:12]3[CH2:17][CH2:16][CH2:15][CH2:14][CH2:13]3)=[C:8]([CH3:35])[C:7]=2[CH:36]=1)#[N:2], predict the reactants needed to synthesize it. The reactants are: [C:1]([C:3]1[CH:4]=[CH:5][C:6]2[O:10][C:9]([CH:11]([NH:18][C:19]3[CH:24]=[CH:23][C:22]([C:25]([NH:27][CH2:28][CH2:29][C:30]([O:32]CC)=[O:31])=[O:26])=[CH:21][CH:20]=3)[CH:12]3[CH2:17][CH2:16][CH2:15][CH2:14][CH2:13]3)=[C:8]([CH3:35])[C:7]=2[CH:36]=1)#[N:2].O1CCCC1.[OH-].[Li+]. (4) Given the product [CH2:9]([O:16][C:17]([N:19]1[CH2:22][C:21]([OH:23])([CH3:4])[CH2:20]1)=[O:18])[C:10]1[CH:15]=[CH:14][CH:13]=[CH:12][CH:11]=1, predict the reactants needed to synthesize it. The reactants are: C[Mg]Br.[CH3:4]COCC.[CH2:9]([O:16][C:17]([N:19]1[CH2:22][C:21](=[O:23])[CH2:20]1)=[O:18])[C:10]1[CH:15]=[CH:14][CH:13]=[CH:12][CH:11]=1.